Dataset: Forward reaction prediction with 1.9M reactions from USPTO patents (1976-2016). Task: Predict the product of the given reaction. Given the reactants [C:1]([O:5][C:6]([N:8]1[CH2:12][CH2:11][CH2:10][CH:9]1[CH2:13][C:14]1[CH:19]=[CH:18][C:17](Br)=[CH:16][CH:15]=1)=[O:7])([CH3:4])([CH3:3])[CH3:2].[Cl:21][C:22]1[CH:30]=[CH:29][C:25]([C:26]([NH2:28])=[O:27])=[CH:24][CH:23]=1.C(=O)([O-])[O-].[Cs+].[Cs+].CNCCNC, predict the reaction product. The product is: [C:1]([O:5][C:6]([N:8]1[CH2:12][CH2:11][CH2:10][CH:9]1[CH2:13][C:14]1[CH:19]=[CH:18][C:17]([NH:28][C:26](=[O:27])[C:25]2[CH:29]=[CH:30][C:22]([Cl:21])=[CH:23][CH:24]=2)=[CH:16][CH:15]=1)=[O:7])([CH3:4])([CH3:3])[CH3:2].